Dataset: Forward reaction prediction with 1.9M reactions from USPTO patents (1976-2016). Task: Predict the product of the given reaction. Given the reactants [C:1](Cl)(=[O:3])C.[CH2:5]([N:12]1[C:18](=[O:19])[C:17]2[C:20]([Br:32])=[C:21]([CH:24]([O:27][Si](C)(C)C)[C:25]#N)[CH:22]=[CH:23][C:16]=2[O:15][CH2:14][CH2:13]1)[C:6]1[CH:11]=[CH:10][CH:9]=[CH:8][CH:7]=1.C[OH:34], predict the reaction product. The product is: [CH2:5]([N:12]1[C:18](=[O:19])[C:17]2[C:20]([Br:32])=[C:21]([CH:24]([OH:27])[C:25]([O:3][CH3:1])=[O:34])[CH:22]=[CH:23][C:16]=2[O:15][CH2:14][CH2:13]1)[C:6]1[CH:11]=[CH:10][CH:9]=[CH:8][CH:7]=1.